From a dataset of Reaction yield outcomes from USPTO patents with 853,638 reactions. Predict the reaction yield, written as a fraction of the theoretical maximum amount of product (1.0 means a 100% yield; for example, 0.34 means a 34% yield). (1) The reactants are [C:1]1([C:11]2[NH:12][C:13]3[C:18]([N:19]=2)=[C:17]([O:20][C@H:21]2[CH2:25][CH2:24][C@H:23]([CH2:26][OH:27])[CH2:22]2)[N:16]=[CH:15][N:14]=3)[C:10]2[C:5](=[CH:6][CH:7]=[CH:8][CH:9]=2)[CH:4]=[CH:3][CH:2]=1.Cl[S:29]([NH2:32])(=[O:31])=[O:30]. The catalyst is CC(N(C)C)=O.CC#N. The product is [S:29](=[O:31])(=[O:30])([O:27][CH2:26][C@H:23]1[CH2:24][CH2:25][C@H:21]([O:20][C:17]2[N:16]=[CH:15][N:14]=[C:13]3[C:18]=2[N:19]=[C:11]([C:1]2[C:10]4[C:5](=[CH:6][CH:7]=[CH:8][CH:9]=4)[CH:4]=[CH:3][CH:2]=2)[NH:12]3)[CH2:22]1)[NH2:32]. The yield is 0.700. (2) The reactants are [CH3:1][O:2][C:3]([CH:5]1[CH2:9][CH:8]([NH:10][C:11]([C:13]2[CH:14]=[N:15][CH:16]=[CH:17][C:18]=2[NH:19][C:20]2[C:25]([O:26][CH3:27])=[CH:24][N:23]=[C:22]([C:28]3[CH:33]=[C:32]([Cl:34])[CH:31]=[CH:30][C:29]=3[F:35])[N:21]=2)=[O:12])[CH2:7][N:6]1C(OC(C)(C)C)=O)=[O:4]. The catalyst is O1CCOCC1. The product is [CH3:1][O:2][C:3]([CH:5]1[CH2:9][CH:8]([NH:10][C:11]([C:13]2[CH:14]=[N:15][CH:16]=[CH:17][C:18]=2[NH:19][C:20]2[C:25]([O:26][CH3:27])=[CH:24][N:23]=[C:22]([C:28]3[CH:33]=[C:32]([Cl:34])[CH:31]=[CH:30][C:29]=3[F:35])[N:21]=2)=[O:12])[CH2:7][NH:6]1)=[O:4]. The yield is 0.500. (3) The reactants are C([N-]C(C)C)(C)C.[Li+].[CH3:9][C:10]1[CH:11]=[C:12]([NH:21][C:22]2[N:27]=[C:26]([C:28]([F:31])([F:30])[F:29])[CH:25]=[CH:24][N:23]=2)[CH:13]=[C:14]([C:16]2[S:20][CH:19]=[N:18][CH:17]=2)[CH:15]=1.[CH:32]1([C:35]([CH:43]2[CH2:45][CH2:44]2)=[N:36][S@@:37]([C:39]([CH3:42])([CH3:41])[CH3:40])=[O:38])[CH2:34][CH2:33]1.C(O)(=O)C. The catalyst is O1CCCC1. The product is [CH:43]1([C:35]([CH:32]2[CH2:34][CH2:33]2)([C:19]2[S:20][C:16]([C:14]3[CH:13]=[C:12]([NH:21][C:22]4[N:27]=[C:26]([C:28]([F:29])([F:31])[F:30])[CH:25]=[CH:24][N:23]=4)[CH:11]=[C:10]([CH3:9])[CH:15]=3)=[CH:17][N:18]=2)[NH:36][S@@:37]([C:39]([CH3:41])([CH3:42])[CH3:40])=[O:38])[CH2:45][CH2:44]1. The yield is 0.760. (4) The reactants are [CH3:1][S:2](Cl)(=[O:4])=[O:3].[F:6][C:7]1[CH:8]=[C:9]([C@H:14]2[CH2:19][C@@H:18]([OH:20])[CH2:17][CH2:16][N:15]2[C:21]([O:23][C:24]([CH3:27])([CH3:26])[CH3:25])=[O:22])[CH:10]=[CH:11][C:12]=1[F:13].C(OC(OC(C)(C)C)=O)(OC(C)(C)C)=O.C(N(CC)CC)C. The catalyst is O1CCCC1. The product is [F:6][C:7]1[CH:8]=[C:9]([C@H:14]2[CH2:19][C@@H:18]([O:20][S:2]([CH3:1])(=[O:4])=[O:3])[CH2:17][CH2:16][N:15]2[C:21]([O:23][C:24]([CH3:27])([CH3:26])[CH3:25])=[O:22])[CH:10]=[CH:11][C:12]=1[F:13]. The yield is 0.880. (5) The reactants are Br[C:2]1[C:3]([CH3:18])=[N:4][O:5][C:6]=1[C:7]1([NH:10][C:11](=[O:17])[O:12][C:13]([CH3:16])([CH3:15])[CH3:14])[CH2:9][CH2:8]1.[CH3:19][C:20]1([CH3:27])[C:24]([CH3:26])([CH3:25])[O:23][BH:22][O:21]1.C(N(CC)CC)C. The catalyst is CC#N.CC#N.Cl[Pd]Cl.C1(P(C2CCCCC2)C2C=CC=CC=2C2C(OC)=CC=CC=2OC)CCCCC1.O1CCOCC1. The product is [CH3:18][C:3]1[C:2]([B:22]2[O:23][C:24]([CH3:26])([CH3:25])[C:20]([CH3:27])([CH3:19])[O:21]2)=[C:6]([C:7]2([NH:10][C:11](=[O:17])[O:12][C:13]([CH3:16])([CH3:15])[CH3:14])[CH2:9][CH2:8]2)[O:5][N:4]=1. The yield is 1.00.